This data is from Full USPTO retrosynthesis dataset with 1.9M reactions from patents (1976-2016). The task is: Predict the reactants needed to synthesize the given product. (1) Given the product [F:15][C:16]([F:29])([F:28])[S:17]([O:1][C:2]1[CH:11]=[CH:10][C:9]2[C:8](=[O:12])[CH2:7][CH2:6][C:5]([CH3:14])([CH3:13])[C:4]=2[CH:3]=1)(=[O:19])=[O:18], predict the reactants needed to synthesize it. The reactants are: [OH:1][C:2]1[CH:3]=[C:4]2[C:9](=[CH:10][CH:11]=1)[C:8](=[O:12])[CH2:7][CH2:6][C:5]2([CH3:14])[CH3:13].[F:15][C:16]([F:29])([F:28])[S:17](O[S:17]([C:16]([F:29])([F:28])[F:15])(=[O:19])=[O:18])(=[O:19])=[O:18]. (2) Given the product [CH3:5][O:6][C:7]1[CH:12]=[CH:11][CH:10]=[CH:9][C:8]=1[C:13]1[CH:21]=[CH:20][CH:19]=[C:18]2[C:14]=1[CH2:15][CH2:16][NH:17]2, predict the reactants needed to synthesize it. The reactants are: C([BH3-])#N.[Na+].[CH3:5][O:6][C:7]1[CH:12]=[CH:11][CH:10]=[CH:9][C:8]=1[C:13]1[CH:21]=[CH:20][CH:19]=[C:18]2[C:14]=1[CH:15]=[CH:16][NH:17]2.[OH-].[Na+].C(OCC)(=O)C. (3) Given the product [S:13]([N:10]1[CH2:11][CH2:12][N:7]([C:1]2[CH:6]=[CH:5][CH:4]=[CH:3][CH:2]=2)[CH2:8][CH2:9]1)(=[O:15])(=[O:14])[NH2:16], predict the reactants needed to synthesize it. The reactants are: [C:1]1([N:7]2[CH2:12][CH2:11][NH:10][CH2:9][CH2:8]2)[CH:6]=[CH:5][CH:4]=[CH:3][CH:2]=1.[S:13](N)([NH2:16])(=[O:15])=[O:14].